Task: Regression/Classification. Given a drug SMILES string, predict its absorption, distribution, metabolism, or excretion properties. Task type varies by dataset: regression for continuous measurements (e.g., permeability, clearance, half-life) or binary classification for categorical outcomes (e.g., BBB penetration, CYP inhibition). Dataset: b3db_classification.. Dataset: Blood-brain barrier permeability classification from the B3DB database (1) The molecule is NC(N)=Nc1nc(-c2cccc(N)c2)cs1. The result is 0 (does not penetrate BBB). (2) The compound is Cc1ccc2c(c1)c1c3n2CCN[C@@H]3CCC1. The result is 1 (penetrates BBB). (3) The molecule is C1CCC(C(CC2CCCCN2)C2CCCCC2)CC1. The result is 0 (does not penetrate BBB).